This data is from Forward reaction prediction with 1.9M reactions from USPTO patents (1976-2016). The task is: Predict the product of the given reaction. (1) The product is: [C:5](=[O:6])([O-:7])[NH2:12].[NH2:1][C:2]([C:5]([OH:7])=[O:6])([CH3:4])[CH3:3].[CH:8]1[N:16]([C@@H:17]2[O:21][C@H:20]([CH2:22][OH:23])[C@@H:19]([OH:24])[C@H:18]2[OH:25])[C:15]2[C:10](=[C:11]([NH2:26])[N:12]=[CH:13][N:14]=2)[C:9]=1[C:27]#[N:28]. Given the reactants [NH2:1][C:2]([C:5]([OH:7])=[O:6])([CH3:4])[CH3:3].[CH:8]1[N:16]([C@@H:17]2[O:21][C@H:20]([CH2:22][OH:23])[C@@H:19]([OH:24])[C@H:18]2[OH:25])[C:15]2[C:10](=[C:11]([NH2:26])[N:12]=[CH:13][N:14]=2)[C:9]=1[C:27]#[N:28].C(O)(C(F)(F)F)=O.CCN(C(C)C)C(C)C, predict the reaction product. (2) Given the reactants [Cl:1][C:2]1[CH:21]=[CH:20][C:5]([NH:6][C:7]2[C:16]3[C:11](=[CH:12][C:13]([OH:19])=[C:14]([O:17][CH3:18])[CH:15]=3)[N:10]=[CH:9][N:8]=2)=[C:4]([F:22])[CH:3]=1.Cl.Cl[CH2:25][C:26]1[CH:31]=[CH:30][CH:29]=[CH:28][N:27]=1, predict the reaction product. The product is: [Cl:1][C:2]1[CH:21]=[CH:20][C:5]([NH:6][C:7]2[C:16]3[C:11](=[CH:12][C:13]([O:19][CH2:25][C:26]4[CH:31]=[CH:30][CH:29]=[CH:28][N:27]=4)=[C:14]([O:17][CH3:18])[CH:15]=3)[N:10]=[CH:9][N:8]=2)=[C:4]([F:22])[CH:3]=1. (3) Given the reactants [CH2:1]([C:4]1([CH2:29][CH2:30][O:31][Si:32]([CH:39]([CH3:41])[CH3:40])([CH:36]([CH3:38])[CH3:37])[CH:33]([CH3:35])[CH3:34])[CH2:9][C@H:8]([C:10]2[CH:15]=[CH:14][CH:13]=[C:12]([Cl:16])[CH:11]=2)[C@@H:7]([C:17]2[CH:22]=[CH:21][C:20]([Cl:23])=[CH:19][CH:18]=2)[N:6]([CH2:24][CH:25]2[CH2:27][CH2:26]2)[C:5]1=[O:28])[CH:2]=C.I([O-])(=O)(=O)=[O:43].[Na+], predict the reaction product. The product is: [Cl:16][C:12]1[CH:11]=[C:10]([C@@H:8]2[C@@H:7]([C:17]3[CH:18]=[CH:19][C:20]([Cl:23])=[CH:21][CH:22]=3)[N:6]([CH2:24][CH:25]3[CH2:26][CH2:27]3)[C:5](=[O:28])[C:4]([CH2:1][CH:2]=[O:43])([CH2:29][CH2:30][O:31][Si:32]([CH:33]([CH3:35])[CH3:34])([CH:39]([CH3:40])[CH3:41])[CH:36]([CH3:38])[CH3:37])[CH2:9]2)[CH:15]=[CH:14][CH:13]=1. (4) The product is: [C:28]1([C:25]2[CH:26]=[C:27]3[C:22](=[C:23]([C:34]([NH2:36])=[O:35])[CH:24]=2)[NH:21][CH:20]=[C:19]3[CH:16]2[CH2:17][CH2:18][N:13]([S:10]([CH2:9][CH2:8][CH2:7][N:37]3[CH2:41][CH2:40][CH2:39][CH2:38]3)(=[O:12])=[O:11])[CH2:14][CH2:15]2)[CH:33]=[CH:32][CH:31]=[CH:30][CH:29]=1. Given the reactants NS(N)(=O)=O.Cl[CH2:7][CH2:8][CH2:9][S:10]([N:13]1[CH2:18][CH2:17][CH:16]([C:19]2[C:27]3[C:22](=[C:23]([C:34]([NH2:36])=[O:35])[CH:24]=[C:25]([C:28]4[CH:33]=[CH:32][CH:31]=[CH:30][CH:29]=4)[CH:26]=3)[NH:21][CH:20]=2)[CH2:15][CH2:14]1)(=[O:12])=[O:11].[NH:37]1[CH2:41][CH2:40][CH2:39][CH2:38]1.C([O-])([O-])=O.[K+].[K+].[Na+].[I-], predict the reaction product. (5) Given the reactants Cl[C:2]1[N:11]=[C:10]([NH:12][CH2:13][CH:14]([C:20]2[CH:25]=[CH:24][CH:23]=[CH:22][N:21]=2)[C:15]2[NH:16][CH:17]=[CH:18][CH:19]=2)[C:9]2[C:4](=[CH:5][CH:6]=[CH:7][CH:8]=2)[N:3]=1.[CH3:26][N:27]([CH3:37])[C:28]1[CH:33]=[CH:32][C:31](B(O)O)=[CH:30][CH:29]=1.C1(C(C2C=CC=CN=2)CNC2C3C(=CC=CC=3)N=C(C3C=CC(NS(C)(=O)=O)=CC=3)N=2)C=CC=CC=1, predict the reaction product. The product is: [CH3:26][N:27]([CH3:37])[C:28]1[CH:33]=[CH:32][C:31]([C:2]2[N:11]=[C:10]([NH:12][CH2:13][CH:14]([C:20]3[CH:25]=[CH:24][CH:23]=[CH:22][N:21]=3)[C:15]3[NH:16][CH:17]=[CH:18][CH:19]=3)[C:9]3[C:4](=[CH:5][CH:6]=[CH:7][CH:8]=3)[N:3]=2)=[CH:30][CH:29]=1. (6) Given the reactants [Cl:1][C:2]1[CH:7]=[C:6]([C:8]2[CH:13]=[CH:12][C:11]([O:14][CH3:15])=[C:10]([O:16][CH3:17])[CH:9]=2)[N:5]=[C:4](S(C)(=O)=O)[N:3]=1.[CH3:22][O-:23].[Na+].CO, predict the reaction product. The product is: [Cl:1][C:2]1[CH:7]=[C:6]([C:8]2[CH:13]=[CH:12][C:11]([O:14][CH3:15])=[C:10]([O:16][CH3:17])[CH:9]=2)[N:5]=[C:4]([O:23][CH3:22])[N:3]=1. (7) Given the reactants [CH3:1][C:2]1[N:7]=[C:6]([C:8]2[CH:13]=[CH:12][N:11]=[C:10](SC)[N:9]=2)[CH:5]=[CH:4][CH:3]=1.O[O:17][S:18]([O-:20])=O.[K+].[C:22]([O-])(O)=O.[Na+], predict the reaction product. The product is: [CH3:22][S:18]([C:10]1[N:9]=[C:8]([C:6]2[CH:5]=[CH:4][CH:3]=[C:2]([CH3:1])[N:7]=2)[CH:13]=[CH:12][N:11]=1)(=[O:20])=[O:17].